From a dataset of NCI-60 drug combinations with 297,098 pairs across 59 cell lines. Regression. Given two drug SMILES strings and cell line genomic features, predict the synergy score measuring deviation from expected non-interaction effect. (1) Drug 1: CS(=O)(=O)OCCCCOS(=O)(=O)C. Drug 2: CC1C(C(CC(O1)OC2CC(CC3=C2C(=C4C(=C3O)C(=O)C5=C(C4=O)C(=CC=C5)OC)O)(C(=O)CO)O)N)O.Cl. Cell line: MDA-MB-435. Synergy scores: CSS=38.6, Synergy_ZIP=-1.78, Synergy_Bliss=-2.02, Synergy_Loewe=-30.7, Synergy_HSA=-1.78. (2) Drug 1: CNC(=O)C1=CC=CC=C1SC2=CC3=C(C=C2)C(=NN3)C=CC4=CC=CC=N4. Drug 2: C1CN(CCN1C(=O)CCBr)C(=O)CCBr. Cell line: TK-10. Synergy scores: CSS=5.34, Synergy_ZIP=-0.582, Synergy_Bliss=0.836, Synergy_Loewe=-2.92, Synergy_HSA=-2.17. (3) Drug 1: CC1C(C(=O)NC(C(=O)N2CCCC2C(=O)N(CC(=O)N(C(C(=O)O1)C(C)C)C)C)C(C)C)NC(=O)C3=C4C(=C(C=C3)C)OC5=C(C(=O)C(=C(C5=N4)C(=O)NC6C(OC(=O)C(N(C(=O)CN(C(=O)C7CCCN7C(=O)C(NC6=O)C(C)C)C)C)C(C)C)C)N)C. Drug 2: CNC(=O)C1=NC=CC(=C1)OC2=CC=C(C=C2)NC(=O)NC3=CC(=C(C=C3)Cl)C(F)(F)F. Cell line: SF-268. Synergy scores: CSS=0.633, Synergy_ZIP=-4.37, Synergy_Bliss=-8.74, Synergy_Loewe=-28.0, Synergy_HSA=-11.4. (4) Drug 1: COC1=CC(=CC(=C1O)OC)C2C3C(COC3=O)C(C4=CC5=C(C=C24)OCO5)OC6C(C(C7C(O6)COC(O7)C8=CC=CS8)O)O. Drug 2: C1=CC(=CC=C1C#N)C(C2=CC=C(C=C2)C#N)N3C=NC=N3. Cell line: NCI-H322M. Synergy scores: CSS=1.60, Synergy_ZIP=-2.42, Synergy_Bliss=-1.72, Synergy_Loewe=-2.29, Synergy_HSA=-0.882.